This data is from NCI-60 drug combinations with 297,098 pairs across 59 cell lines. The task is: Regression. Given two drug SMILES strings and cell line genomic features, predict the synergy score measuring deviation from expected non-interaction effect. (1) Drug 1: CC=C1C(=O)NC(C(=O)OC2CC(=O)NC(C(=O)NC(CSSCCC=C2)C(=O)N1)C(C)C)C(C)C. Drug 2: C#CCC(CC1=CN=C2C(=N1)C(=NC(=N2)N)N)C3=CC=C(C=C3)C(=O)NC(CCC(=O)O)C(=O)O. Cell line: OVCAR-5. Synergy scores: CSS=63.2, Synergy_ZIP=-0.0233, Synergy_Bliss=-2.52, Synergy_Loewe=-11.1, Synergy_HSA=-1.77. (2) Drug 1: COC1=C(C=C2C(=C1)N=CN=C2NC3=CC(=C(C=C3)F)Cl)OCCCN4CCOCC4. Drug 2: C1CCC(CC1)NC(=O)N(CCCl)N=O. Cell line: SW-620. Synergy scores: CSS=14.1, Synergy_ZIP=-7.66, Synergy_Bliss=-6.32, Synergy_Loewe=-6.83, Synergy_HSA=-6.35. (3) Drug 1: C#CCC(CC1=CN=C2C(=N1)C(=NC(=N2)N)N)C3=CC=C(C=C3)C(=O)NC(CCC(=O)O)C(=O)O. Drug 2: C1=NNC2=C1C(=O)NC=N2. Cell line: SK-MEL-2. Synergy scores: CSS=22.1, Synergy_ZIP=-5.36, Synergy_Bliss=-5.46, Synergy_Loewe=0.814, Synergy_HSA=3.21. (4) Drug 2: CCCCC(=O)OCC(=O)C1(CC(C2=C(C1)C(=C3C(=C2O)C(=O)C4=C(C3=O)C=CC=C4OC)O)OC5CC(C(C(O5)C)O)NC(=O)C(F)(F)F)O. Cell line: OVCAR-8. Drug 1: C1CC(C1)(C(=O)O)C(=O)O.[NH2-].[NH2-].[Pt+2]. Synergy scores: CSS=45.2, Synergy_ZIP=9.49, Synergy_Bliss=10.6, Synergy_Loewe=-9.87, Synergy_HSA=11.0.